Dataset: Catalyst prediction with 721,799 reactions and 888 catalyst types from USPTO. Task: Predict which catalyst facilitates the given reaction. (1) Reactant: [CH2:1]([O:3][C:4](=[O:23])[C:5]1[C:10](Cl)=[CH:9][C:8]([C:12]2[C:17]([CH2:18][CH3:19])=[CH:16][CH:15]=[CH:14][C:13]=2[CH2:20][CH3:21])=[N:7][C:6]=1[CH3:22])[CH3:2].[CH3:24]B(O)O.C(=O)([O-])[O-].[Na+].[Na+]. Product: [CH2:1]([O:3][C:4](=[O:23])[C:5]1[C:10]([CH3:24])=[CH:9][C:8]([C:12]2[C:17]([CH2:18][CH3:19])=[CH:16][CH:15]=[CH:14][C:13]=2[CH2:20][CH3:21])=[N:7][C:6]=1[CH3:22])[CH3:2]. The catalyst class is: 398. (2) Reactant: [CH3:1][NH:2][C:3]1[C:8]([NH:9][C:10]([C:12]2[CH:17]=[C:16]([Cl:18])[N:15]=[N:14][C:13]=2[S:19][CH2:20][CH3:21])=O)=[CH:7][C:6]([C:22]([F:25])([F:24])[F:23])=[CH:5][N:4]=1.P(Cl)(Cl)(Cl)=O.C(N(CC)C(C)C)(C)C.C(=O)(O)[O-].[Na+]. Product: [Cl:18][C:16]1[N:15]=[N:14][C:13]([S:19][CH2:20][CH3:21])=[C:12]([C:10]2[N:2]([CH3:1])[C:3]3=[N:4][CH:5]=[C:6]([C:22]([F:25])([F:24])[F:23])[CH:7]=[C:8]3[N:9]=2)[CH:17]=1. The catalyst class is: 226. (3) Reactant: C[O:2][C:3](=[O:44])[C:4]1[CH:9]=[CH:8][C:7]([C:10]2[C:11]([NH2:43])=[N:12][CH:13]=[N:14][C:15]=2[N:16]2[CH2:21][CH2:20][CH:19]([C:22]3[N:23]([CH2:38][CH2:39][N:40]([CH3:42])[CH3:41])[CH:24]=[C:25]([C:27]4[CH:32]=[CH:31][C:30]([F:33])=[C:29]([C:34]([F:37])([F:36])[F:35])[CH:28]=4)[N:26]=3)[CH2:18][CH2:17]2)=[CH:6][CH:5]=1.O.[OH-].[Li+].C1COCC1. Product: [NH2:43][C:11]1[C:10]([C:7]2[CH:6]=[CH:5][C:4]([C:3]([OH:44])=[O:2])=[CH:9][CH:8]=2)=[C:15]([N:16]2[CH2:17][CH2:18][CH:19]([C:22]3[N:23]([CH2:38][CH2:39][N:40]([CH3:42])[CH3:41])[CH:24]=[C:25]([C:27]4[CH:32]=[CH:31][C:30]([F:33])=[C:29]([C:34]([F:37])([F:36])[F:35])[CH:28]=4)[N:26]=3)[CH2:20][CH2:21]2)[N:14]=[CH:13][N:12]=1. The catalyst class is: 6. (4) Reactant: [CH:1]1[C:18]2[C:19]3[C:24]4[C:3](=[CH:4][CH:5]=[C:6]5[C:23]=4[C:22]4[C:9](=[CH:10][CH:11]=[C:12]6[C:21]=4[C:20]=3[C:15](=[CH:16][CH:17]=2)[CH:14]=[CH:13]6)[CH:8]=[CH:7]5)[CH:2]=1.[C:25]1(=[O:31])[O:30][C:28](=[O:29])[CH2:27][CH2:26]1.[Cl-].[Al+3].[Cl-].[Cl-]. Product: [O:31]=[C:25]([C:2]1[C:3]2[C:24]3[C:19]4[C:18](=[CH:17][CH:16]=[C:15]5[C:20]=4[C:21]4[C:12](=[CH:11][CH:10]=[C:9]6[C:22]=4[C:23]=3[C:6](=[CH:5][CH:4]=2)[CH:7]=[CH:8]6)[CH:13]=[CH:14]5)[CH:1]=1)[CH2:26][CH2:27][C:28]([OH:30])=[O:29]. The catalyst class is: 641.